From a dataset of Forward reaction prediction with 1.9M reactions from USPTO patents (1976-2016). Predict the product of the given reaction. The product is: [Cl:30][C:31]1[CH:36]=[CH:35][C:34]([F:37])=[CH:33][C:32]=1[N:16]1[C:17]([CH:19]([OH:21])[CH3:20])=[N:18][C:14]([CH2:13][N:11]2[C:10](=[O:22])[N:9]([CH2:23][C@H:24]([OH:29])[C:25]([F:26])([F:28])[F:27])[C:8]([C:5]3[CH:4]=[CH:3][C:2]([Cl:1])=[CH:7][CH:6]=3)=[N:12]2)=[N:15]1. Given the reactants [Cl:1][C:2]1[CH:7]=[CH:6][C:5]([C:8]2[N:9]([CH2:23][C@H:24]([OH:29])[C:25]([F:28])([F:27])[F:26])[C:10](=[O:22])[N:11]([CH2:13][C:14]3[N:18]=[C:17]([CH:19]([OH:21])[CH3:20])[NH:16][N:15]=3)[N:12]=2)=[CH:4][CH:3]=1.[Cl:30][C:31]1[CH:36]=[CH:35][C:34]([F:37])=[CH:33][C:32]=1B(O)O.B(O)O, predict the reaction product.